This data is from Reaction yield outcomes from USPTO patents with 853,638 reactions. The task is: Predict the reaction yield, written as a fraction of the theoretical maximum amount of product (1.0 means a 100% yield; for example, 0.34 means a 34% yield). (1) The reactants are [Cl:1][C:2]1[CH:3]=[C:4]([C:13]2[O:17][N:16]=[C:15]([C:18]3[CH:19]=[CH:20][C:21]4[O:25][C:24]([C:26]5([NH:34]C(=O)OC(C)(C)C)[CH2:31][O:30]C(C)(C)[O:28][CH2:27]5)=[CH:23][C:22]=4[CH:42]=3)[N:14]=2)[CH:5]=[CH:6][C:7]=1[C:8]1[CH:12]=[CH:11][S:10][CH:9]=1.ClC1C=C(C2ON=C(C3C=CC4OC(C5(NC(=O)OC(C)(C)C)COC(C)(C)OC5)=CC=4C=3)N=2)C=CC=1OCCC. No catalyst specified. The product is [NH2:34][C:26]([C:24]1[O:25][C:21]2[CH:20]=[CH:19][C:18]([C:15]3[N:14]=[C:13]([C:4]4[CH:5]=[CH:6][C:7]([C:8]5[CH:12]=[CH:11][S:10][CH:9]=5)=[C:2]([Cl:1])[CH:3]=4)[O:17][N:16]=3)=[CH:42][C:22]=2[CH:23]=1)([CH2:27][OH:28])[CH2:31][OH:30]. The yield is 0.480. (2) The reactants are Cl.[NH2:2][C:3]1[CH:4]=[C:5]([CH:9]=[CH:10][C:11]=1[Cl:12])[C:6]([OH:8])=[O:7].N([O-])=O.[Na+].N([O-])=O.S(=O)(=O)(O)[NH2:21].[CH3:25][C:26]([C:33]1[CH:38]=[CH:37][C:36]([OH:39])=[C:35]([C:40]([C:43]2[CH:48]=[CH:47][CH:46]=[CH:45][CH:44]=2)([CH3:42])[CH3:41])[CH:34]=1)([CH3:32])[CH2:27][C:28]([CH3:31])([CH3:30])[CH3:29].[OH-].[Ca+2].[OH-]. The catalyst is [OH-].[Na+].O.CO.C1(C)C(C)=CC=CC=1.C(OCC)(=O)C.C1(C)C=CC=CC=1. The product is [Cl:12][C:11]1[CH:10]=[CH:9][C:5]([C:6]([OH:8])=[O:7])=[CH:4][C:3]=1[N:2]=[N:21][C:37]1[CH:38]=[C:33]([C:26]([CH3:25])([CH3:32])[CH2:27][C:28]([CH3:29])([CH3:30])[CH3:31])[CH:34]=[C:35]([C:40]([CH3:41])([C:43]2[CH:44]=[CH:45][CH:46]=[CH:47][CH:48]=2)[CH3:42])[C:36]=1[OH:39]. The yield is 0.360. (3) The product is [F:1][C:2]1[CH:7]=[CH:6][C:5]([C@H:8]([CH3:11])[CH2:9][N:16]2[C:12](=[O:22])[C:13]3[C:14](=[CH:18][CH:19]=[CH:20][CH:21]=3)[C:15]2=[O:17])=[CH:4][CH:3]=1. The yield is 0.590. The reactants are [F:1][C:2]1[CH:7]=[CH:6][C:5]([C@H:8]([CH3:11])[CH2:9]O)=[CH:4][CH:3]=1.[C:12]1(=[O:22])[NH:16][C:15](=[O:17])[C:14]2=[CH:18][CH:19]=[CH:20][CH:21]=[C:13]12.C1(P(C2C=CC=CC=2)C2C=CC=CC=2)C=CC=CC=1.CCOC(/N=N/C(OCC)=O)=O. The catalyst is C1COCC1. (4) The reactants are Cl[CH2:2][CH2:3][S:4][C:5]1[CH:11]=[C:10]([N+:12]([O-:14])=[O:13])[CH:9]=[CH:8][C:6]=1[NH2:7].C(=O)([O-])[O-].[K+].[K+].[I-].[Na+]. The product is [N+:12]([C:10]1[CH:9]=[CH:8][C:6]2[NH:7][CH2:2][CH2:3][S:4][C:5]=2[CH:11]=1)([O-:14])=[O:13]. The yield is 0.940. The catalyst is CN(C=O)C.O. (5) The reactants are [C:1]([O:5][C:6]([NH:8][CH:9]1[CH2:12][NH:11][CH2:10]1)=[O:7])([CH3:4])([CH3:3])[CH3:2].Br[C:14]1[S:15][C:16]([C:19]([O:21][CH2:22][CH3:23])=[O:20])=[CH:17][N:18]=1.C(N(C(C)C)CC)(C)C. The catalyst is CN(C=O)C.C(OCC)(=O)C. The product is [C:1]([O:5][C:6]([NH:8][CH:9]1[CH2:10][N:11]([C:14]2[S:15][C:16]([C:19]([O:21][CH2:22][CH3:23])=[O:20])=[CH:17][N:18]=2)[CH2:12]1)=[O:7])([CH3:4])([CH3:2])[CH3:3]. The yield is 0.600.